Task: Predict the reaction yield, written as a fraction of the theoretical maximum amount of product (1.0 means a 100% yield; for example, 0.34 means a 34% yield).. Dataset: Reaction yield outcomes from USPTO patents with 853,638 reactions (1) The reactants are [N:1]1([C:16]([O:18][C:19]([CH3:22])([CH3:21])[CH3:20])=[O:17])[C@H:5]([C:6]([O:8]CC)=[O:7])[CH2:4][CH2:3][C@@H:2]1[C:11]([O:13][CH2:14][CH3:15])=[O:12].[OH-].[K+]. The product is [C:19]([O:18][C:16]([N:1]1[C@H:2]([C:11]([O:13][CH2:14][CH3:15])=[O:12])[CH2:3][CH2:4][C@@H:5]1[C:6]([OH:8])=[O:7])=[O:17])([CH3:20])([CH3:21])[CH3:22]. The catalyst is CCO. The yield is 0.576. (2) The reactants are [C:1]([N:5]1[CH:9]=[C:8]([NH:10][C:11]([NH:13][C:14]2[CH:19]=[C:18]([C:20]3[C:31](=[O:32])[N:30]([CH3:33])[C:23]4[N:24]=[C:25](NC)[N:26]=[CH:27][C:22]=4[CH:21]=3)[C:17]([CH3:34])=[CH:16][C:15]=2[F:35])=[O:12])[CH:7]=[N:6]1)([CH3:4])([CH3:3])[CH3:2].[C:36]1([C@@H:42]([NH2:44])[CH3:43])[CH:41]=[CH:40][CH:39]=[CH:38][CH:37]=1. The catalyst is C1COCC1. The product is [C:1]([N:5]1[CH:9]=[C:8]([NH:10][C:11]([NH:13][C:14]2[CH:19]=[C:18]([C:20]3[C:31](=[O:32])[N:30]([CH3:33])[C:23]4[N:24]=[C:25]([NH:44][C@H:42]([C:36]5[CH:41]=[CH:40][CH:39]=[CH:38][CH:37]=5)[CH3:43])[N:26]=[CH:27][C:22]=4[CH:21]=3)[C:17]([CH3:34])=[CH:16][C:15]=2[F:35])=[O:12])[CH:7]=[N:6]1)([CH3:4])([CH3:3])[CH3:2]. The yield is 0.580.